Dataset: NCI-60 drug combinations with 297,098 pairs across 59 cell lines. Task: Regression. Given two drug SMILES strings and cell line genomic features, predict the synergy score measuring deviation from expected non-interaction effect. Drug 1: C1CC(C1)(C(=O)O)C(=O)O.[NH2-].[NH2-].[Pt+2]. Cell line: NCI/ADR-RES. Drug 2: C1CNP(=O)(OC1)N(CCCl)CCCl. Synergy scores: CSS=-2.33, Synergy_ZIP=2.67, Synergy_Bliss=0.442, Synergy_Loewe=0.00740, Synergy_HSA=-4.18.